From a dataset of Catalyst prediction with 721,799 reactions and 888 catalyst types from USPTO. Predict which catalyst facilitates the given reaction. (1) Reactant: [Na].[CH3:2][O:3][CH2:4][CH2:5][OH:6].F[C:8]1[CH:17]=[C:16]2[C:11]([C:12](=[O:20])[C:13]([C:18]#[N:19])=[CH:14][NH:15]2)=[CH:10][C:9]=1[O:21][CH3:22]. Product: [CH3:22][O:21][C:9]1[CH:10]=[C:11]2[C:16](=[CH:17][C:8]=1[O:6][CH2:5][CH2:4][O:3][CH3:2])[NH:15][CH:14]=[C:13]([C:18]#[N:19])[C:12]2=[O:20]. The catalyst class is: 15. (2) Reactant: [C:1]([NH:8][CH2:9][CH2:10][C:11]1[CH:17]=[CH:16][C:14]([NH2:15])=[CH:13][CH:12]=1)([O:3][C:4]([CH3:7])([CH3:6])[CH3:5])=[O:2].O[CH:19](O)[C:20]([C:22]1[CH:27]=[CH:26][CH:25]=[CH:24][CH:23]=1)=[O:21].[BH3-]C#N.[Na+]. Product: [C:22]1([CH:20]([OH:21])[CH2:19][NH:15][C:14]2[CH:16]=[CH:17][C:11]([CH2:10][CH2:9][NH:8][C:1]([O:3][C:4]([CH3:6])([CH3:7])[CH3:5])=[O:2])=[CH:12][CH:13]=2)[CH:27]=[CH:26][CH:25]=[CH:24][CH:23]=1. The catalyst class is: 5. (3) Reactant: [ClH:1].[CH3:2][N:3]([CH3:53])[S:4]([C:7]1[CH:8]=[CH:9][C:10]([CH3:52])=[C:11]([C:13]2[CH:18]=[CH:17][C:16]([CH2:19][C@H:20]([NH:34][C:35]([C@H:37]3[CH2:42][CH2:41][C@H:40]([CH2:43][NH:44]C(=O)OC(C)(C)C)[CH2:39][CH2:38]3)=[O:36])[C:21](=[O:33])[NH:22][C:23]3[CH:32]=[CH:31][C:26]4[NH:27][C:28](=[O:30])[NH:29][C:25]=4[CH:24]=3)=[CH:15][CH:14]=2)[CH:12]=1)(=[O:6])=[O:5].C(#N)C. Product: [ClH:1].[NH2:44][CH2:43][C@H:40]1[CH2:41][CH2:42][C@H:37]([C:35]([NH:34][C@@H:20]([CH2:19][C:16]2[CH:15]=[CH:14][C:13]([C:11]3[CH:12]=[C:7]([S:4](=[O:5])(=[O:6])[N:3]([CH3:2])[CH3:53])[CH:8]=[CH:9][C:10]=3[CH3:52])=[CH:18][CH:17]=2)[C:21](=[O:33])[NH:22][C:23]2[CH:32]=[CH:31][C:26]3[NH:27][C:28](=[O:30])[NH:29][C:25]=3[CH:24]=2)=[O:36])[CH2:38][CH2:39]1. The catalyst class is: 346. (4) Reactant: [I:1][C:2]1[C:10]2[C:5](=[CH:6][N:7]=[C:8](C(O)=O)[CH:9]=2)[N:4]([C:14]([C:27]2[CH:32]=[CH:31][CH:30]=[CH:29][CH:28]=2)([C:21]2[CH:26]=[CH:25][CH:24]=[CH:23][CH:22]=2)[C:15]2[CH:20]=[CH:19][CH:18]=[CH:17][CH:16]=2)[N:3]=1.C1(P(N=[N+]=[N-])(C2C=CC=CC=2)=[O:40])C=CC=CC=1.C([N:52]([CH2:55]C)CC)C.[C:57]([OH:61])([CH3:60])([CH3:59])[CH3:58]. Product: [C:57]([O:61][C:55](=[O:40])[NH:52][C:8]1[CH:9]=[C:10]2[C:2]([I:1])=[N:3][N:4]([C:14]([C:27]3[CH:28]=[CH:29][CH:30]=[CH:31][CH:32]=3)([C:21]3[CH:22]=[CH:23][CH:24]=[CH:25][CH:26]=3)[C:15]3[CH:16]=[CH:17][CH:18]=[CH:19][CH:20]=3)[C:5]2=[CH:6][N:7]=1)([CH3:60])([CH3:59])[CH3:58]. The catalyst class is: 13. (5) Reactant: [Br:1][C:2]1[CH:11]=[CH:10][C:9]2[O:8][C@@H:7]3[CH2:12][CH2:13][O:14][CH2:15][C@@H:6]3[C:5](=O)[C:4]=2[CH:3]=1.[C:17](=[O:20])([O-])[O-].[NH4+:21].[NH4+:22].[C-]#N.[K+].S([O-])(O)=O.[Na+].Cl.CCO[C:35](C)=[O:36]. Product: [Br:1][C:2]1[CH:11]=[CH:10][C:9]2[O:8][CH:7]3[CH2:12][CH2:13][O:14][CH2:15][CH:6]3[C:5]3([C:35](=[O:36])[NH:22][C:17](=[O:20])[NH:21]3)[C:4]=2[CH:3]=1. The catalyst class is: 315. (6) Reactant: [Cl:1][CH2:2][C:3]([OH:5])=O.C[N:7]1CCOCC1.C(OC(Cl)=O)C(C)C.[CH3:21][O:22][C:23](=[O:29])[C@@H:24]1[CH2:28][CH2:27][CH2:26][NH:25]1. Product: [CH3:21][O:22][C:23](=[O:29])[C@@H:24]1[CH2:28][CH2:27][CH2:26][N:25]1[NH:7][C:3](=[O:5])[CH2:2][Cl:1]. The catalyst class is: 1. (7) Reactant: [N+:1]([C:4]1[CH:12]=[C:11]2[C:7]([CH2:8][O:9][C:10]2=[O:13])=[CH:6][CH:5]=1)([O-])=O.O.O.Cl[Sn]Cl. Product: [NH2:1][C:4]1[CH:12]=[C:11]2[C:7]([CH2:8][O:9][C:10]2=[O:13])=[CH:6][CH:5]=1. The catalyst class is: 126.